This data is from Catalyst prediction with 721,799 reactions and 888 catalyst types from USPTO. The task is: Predict which catalyst facilitates the given reaction. (1) Reactant: C([NH:8][C:9]1[CH:10]=[CH:11][C:12]2[O:17][CH2:16][CH2:15][N:14]([C:18]3[CH:19]=[N:20][C:21]([S:25]([CH3:28])(=[O:27])=[O:26])=[C:22]([CH3:24])[CH:23]=3)[C:13]=2[C:29]=1[CH3:30])C1C=CC=CC=1.C(O)(=O)C. Product: [CH3:28][S:25]([C:21]1[N:20]=[CH:19][C:18]([N:14]2[C:13]3[C:29]([CH3:30])=[C:9]([NH2:8])[CH:10]=[CH:11][C:12]=3[O:17][CH2:16][CH2:15]2)=[CH:23][C:22]=1[CH3:24])(=[O:26])=[O:27]. The catalyst class is: 403. (2) Reactant: [NH2:1][C@@H:2]([CH2:5][CH2:6][O:7][C:8]1[CH:13]=[CH:12][CH:11]=[CH:10][CH:9]=1)[CH2:3][OH:4].C([O-])([O-])=O.[K+].[K+].[N:20]#[C:21]Br.O. Product: [O:7]([CH2:6][CH2:5][C@H:2]1[CH2:3][O:4][C:21]([NH2:20])=[N:1]1)[C:8]1[CH:13]=[CH:12][CH:11]=[CH:10][CH:9]=1. The catalyst class is: 56. (3) Reactant: [F:1][C:2]([F:25])([F:24])[C:3]1[CH:8]=[CH:7][C:6]([S:9]([N:12]2[CH2:17][CH2:16][O:15][C:14]3[N:18]=[CH:19][C:20]([C:22]#[N:23])=[CH:21][C:13]2=3)(=[O:11])=[O:10])=[CH:5][CH:4]=1.Cl.[NH2:27][OH:28].C(=O)([O-])[O-].[Na+].[Na+]. Product: [OH:28][NH:27][C:22]([C:20]1[CH:19]=[N:18][C:14]2[O:15][CH2:16][CH2:17][N:12]([S:9]([C:6]3[CH:7]=[CH:8][C:3]([C:2]([F:25])([F:24])[F:1])=[CH:4][CH:5]=3)(=[O:11])=[O:10])[C:13]=2[CH:21]=1)=[NH:23]. The catalyst class is: 40. (4) Reactant: CS(O)(=O)=O.[Cl:6][C:7]1[N:12]=[C:11]([NH:13][CH2:14][CH2:15][CH2:16][CH2:17][CH:18]2[CH2:23][C:22]([CH3:25])([CH3:24])[N:21]([OH:26])[C:20]([CH3:28])([CH3:27])[CH2:19]2)[N:10]=[C:9]([NH:29][CH2:30][CH2:31][CH2:32][CH2:33][CH:34]2[CH2:39][C:38]([CH3:41])([CH3:40])[N:37]([OH:42])[C:36]([CH3:44])([CH3:43])[CH2:35]2)[N:8]=1.OO.S([O-])([O-])=O.[Na+].[Na+].[CH2:53]1[CH2:58][CH2:57][CH2:56][CH2:55][CH2:54]1. Product: [Cl:6][C:7]1[N:8]=[C:9]([NH:29][CH2:30][CH2:31][CH2:32][CH2:33][CH:34]2[CH2:35][C:36]([CH3:44])([CH3:43])[N:37]([O:42][CH:53]3[CH2:58][CH2:57][CH2:56][CH2:55][CH2:54]3)[C:38]([CH3:41])([CH3:40])[CH2:39]2)[N:10]=[C:11]([NH:13][CH2:14][CH2:15][CH2:16][CH2:17][CH:18]2[CH2:19][C:20]([CH3:28])([CH3:27])[N:21]([O:26][CH:53]3[CH2:58][CH2:57][CH2:56][CH2:55][CH2:54]3)[C:22]([CH3:24])([CH3:25])[CH2:23]2)[N:12]=1. The catalyst class is: 192.